From a dataset of Full USPTO retrosynthesis dataset with 1.9M reactions from patents (1976-2016). Predict the reactants needed to synthesize the given product. (1) Given the product [NH2:17][C:15]1[CH:14]=[C:11]([CH:10]=[C:9]([O:8][C:5]2[CH:6]=[N:7][C:2]([CH3:1])=[CH:3][CH:4]=2)[CH:16]=1)[C:12]#[N:13], predict the reactants needed to synthesize it. The reactants are: [CH3:1][C:2]1[N:7]=[CH:6][C:5]([O:8][C:9]2[CH:10]=[C:11]([CH:14]=[C:15]([N+:17]([O-])=O)[CH:16]=2)[C:12]#[N:13])=[CH:4][CH:3]=1.O.C([O-])([O-])=O.[Na+].[Na+]. (2) Given the product [C:17]([O:16][C:14](=[O:15])[CH2:13][C@H:12]([C:10]1[O:9][N:8]=[C:2]([C:3]([O:5][CH2:6][CH3:7])=[O:4])[N:1]=1)[CH2:21][CH2:22][CH2:23][CH:24]1[CH2:29][CH2:28][CH2:27][CH2:26][CH2:25]1)([CH3:20])([CH3:19])[CH3:18], predict the reactants needed to synthesize it. The reactants are: [NH2:1]/[C:2](=[N:8]\[O:9][C:10]([C@H:12]([CH2:21][CH2:22][CH2:23][CH:24]1[CH2:29][CH2:28][CH2:27][CH2:26][CH2:25]1)[CH2:13][C:14]([O:16][C:17]([CH3:20])([CH3:19])[CH3:18])=[O:15])=O)/[C:3]([O:5][CH2:6][CH3:7])=[O:4]. (3) Given the product [C:1]1([CH3:17])[CH:6]=[CH:5][CH:4]=[C:3]([C:7]2[O:11][N:10]=[C:9]([C:12](=[O:14])[CH3:18])[CH:8]=2)[CH:2]=1, predict the reactants needed to synthesize it. The reactants are: [C:1]1([CH3:17])[CH:6]=[CH:5][CH:4]=[C:3]([C:7]2[O:11][N:10]=[C:9]([C:12]([O:14]CC)=O)[CH:8]=2)[CH:2]=1.[CH3:18][Mg]Br.C1COCC1. (4) Given the product [CH3:57][N:14]([CH2:13][CH:12]=[O:11])[C:15](=[O:56])[C:16]1[CH:55]=[CH:54][CH:53]=[C:18]([C:19]([NH:21][C:22]2[CH:27]=[CH:26][C:25]([N:28]3[CH2:33][CH2:32][CH2:31][CH2:30][CH2:29]3)=[CH:24][C:23]=2[C:34]2[CH:39]=[C:38]([C:40](=[O:52])[NH:41][C@@H:42]3[C:51]4[C:46](=[CH:47][CH:48]=[CH:49][CH:50]=4)[CH2:45][CH2:44][CH2:43]3)[CH:37]=[CH:36][N:35]=2)=[O:20])[CH:17]=1, predict the reactants needed to synthesize it. The reactants are: CS(C)=O.C(Cl)(=O)C(Cl)=O.[OH:11][CH2:12][CH2:13][N:14]([CH3:57])[C:15](=[O:56])[C:16]1[CH:55]=[CH:54][CH:53]=[C:18]([C:19]([NH:21][C:22]2[CH:27]=[CH:26][C:25]([N:28]3[CH2:33][CH2:32][CH2:31][CH2:30][CH2:29]3)=[CH:24][C:23]=2[C:34]2[CH:39]=[C:38]([C:40](=[O:52])[NH:41][C@@H:42]3[C:51]4[C:46](=[CH:47][CH:48]=[CH:49][CH:50]=4)[CH2:45][CH2:44][CH2:43]3)[CH:37]=[CH:36][N:35]=2)=[O:20])[CH:17]=1.C(N(CC)CC)C. (5) Given the product [Cl:1][C:2]1[CH:3]=[N:4][C:5]2[N:6]([N:8]=[C:9]([C:11]([N:20]3[CH2:19][CH2:18][N:17]4[C:21]([C:24]5[NH:25][N:26]=[N:27][N:28]=5)=[CH:22][CH:23]=[C:16]4[CH:15]3[CH3:14])=[O:13])[CH:10]=2)[CH:7]=1, predict the reactants needed to synthesize it. The reactants are: [Cl:1][C:2]1[CH:3]=[N:4][C:5]2[N:6]([N:8]=[C:9]([C:11]([OH:13])=O)[CH:10]=2)[CH:7]=1.[CH3:14][CH:15]1[NH:20][CH2:19][CH2:18][N:17]2[C:21]([C:24]3[NH:28][N:27]=[N:26][N:25]=3)=[CH:22][CH:23]=[C:16]12. (6) The reactants are: [CH3:1][C:2]1([C:7]2[CH:8]=[C:9]([CH2:12][N:13]3[CH:17]=[C:16]([NH2:18])[CH:15]=[N:14]3)[S:10][CH:11]=2)[O:6]CCO1.[C:19]1([C:25]2[O:29][CH:28]=[N:27][C:26]=2[C:30](O)=[O:31])[CH:24]=[CH:23][CH:22]=[CH:21][CH:20]=1. Given the product [C:2]([C:7]1[CH:8]=[C:9]([CH2:12][N:13]2[CH:17]=[C:16]([NH:18][C:30]([C:26]3[N:27]=[CH:28][O:29][C:25]=3[C:19]3[CH:20]=[CH:21][CH:22]=[CH:23][CH:24]=3)=[O:31])[CH:15]=[N:14]2)[S:10][CH:11]=1)(=[O:6])[CH3:1], predict the reactants needed to synthesize it.